This data is from Catalyst prediction with 721,799 reactions and 888 catalyst types from USPTO. The task is: Predict which catalyst facilitates the given reaction. (1) Reactant: [Cl:1][C:2]1[C:7]([C:8](Cl)=[O:9])=[CH:6][CH:5]=[CH:4][N:3]=1.[CH:11]1([NH2:17])[CH2:16][CH2:15][CH2:14][CH2:13][CH2:12]1.C(N(CC)CC)C.O. Product: [Cl:1][C:2]1[C:7]([C:8]([NH:17][CH:11]2[CH2:16][CH2:15][CH2:14][CH2:13][CH2:12]2)=[O:9])=[CH:6][CH:5]=[CH:4][N:3]=1. The catalyst class is: 4. (2) Reactant: CC1C=CC(S(O[CH2:12][C@@H:13]2[O:18][C:17]3[CH:19]=[C:20]([S:23]([CH3:26])(=[O:25])=[O:24])[CH:21]=[CH:22][C:16]=3[O:15][CH2:14]2)(=O)=O)=CC=1.[NH:27]1[CH2:32][CH2:31][CH2:30][CH2:29][CH2:28]1.Cl. Product: [CH3:26][S:23]([C:20]1[CH:21]=[CH:22][C:16]2[O:15][CH2:14][C@H:13]([CH2:12][N:27]3[CH2:32][CH2:31][CH2:30][CH2:29][CH2:28]3)[O:18][C:17]=2[CH:19]=1)(=[O:24])=[O:25]. The catalyst class is: 10. (3) Reactant: [NH2:1][C:2]1[C:7]([N+:8]([O-:10])=[O:9])=[CH:6][CH:5]=[C:4](Cl)[N:3]=1.C([O-])([O-])=O.[Na+].[Na+].[N:18]1[CH:23]=[CH:22][CH:21]=[C:20](B(O)O)[CH:19]=1. Product: [N+:8]([C:7]1[CH:6]=[CH:5][C:4]([C:20]2[CH:19]=[N:18][CH:23]=[CH:22][CH:21]=2)=[N:3][C:2]=1[NH2:1])([O-:10])=[O:9]. The catalyst class is: 669. (4) Reactant: [NH2:1][C:2]1[S:6][C:5]2[CH2:7][CH2:8][CH2:9][CH2:10][C:4]=2[C:3]=1[C:11]([C:13]1[CH:18]=[CH:17][CH:16]=[CH:15][C:14]=1[F:19])=O.[C:20]([O:27][CH3:28])(=[O:26])[CH2:21][CH2:22][C:23]([CH3:25])=O.Cl[Si](C)(C)C. The catalyst class is: 3. Product: [CH3:28][O:27][C:20](=[O:26])[CH2:21][C:22]1[C:11]([C:13]2[CH:18]=[CH:17][CH:16]=[CH:15][C:14]=2[F:19])=[C:3]2[C:4]3[CH2:10][CH2:9][CH2:8][CH2:7][C:5]=3[S:6][C:2]2=[N:1][C:23]=1[CH3:25]. (5) Reactant: [N:1]1[CH:6]=[CH:5][CH:4]=[C:3]([NH:7][C:8](=[O:10])[O-])[N:2]=1.[F:11][C:12]1[CH:17]=[CH:16][C:15]([C:18]2[N:19]=[C:20]([CH:23]3[CH2:28][CH2:27][NH:26][CH2:25][CH2:24]3)[S:21][CH:22]=2)=[CH:14][CH:13]=1.C(N(C(C)C)CC)(C)C.O. Product: [F:11][C:12]1[CH:17]=[CH:16][C:15]([C:18]2[N:19]=[C:20]([CH:23]3[CH2:28][CH2:27][N:26]([C:8]([NH:7][C:3]4[N:2]=[N:1][CH:6]=[CH:5][CH:4]=4)=[O:10])[CH2:25][CH2:24]3)[S:21][CH:22]=2)=[CH:14][CH:13]=1. The catalyst class is: 16. (6) Reactant: C(OC([N:8]1[CH2:12][C@H:11]([OH:13])[CH2:10][C@H:9]1[C:14](=[O:19])[NH:15][CH:16]1[CH2:18][CH2:17]1)=O)(C)(C)C.C(O)(C(F)(F)F)=O. Product: [CH:16]1([NH:15][C:14]([C@@H:9]2[CH2:10][C@@H:11]([OH:13])[CH2:12][NH:8]2)=[O:19])[CH2:18][CH2:17]1. The catalyst class is: 2.